This data is from Forward reaction prediction with 1.9M reactions from USPTO patents (1976-2016). The task is: Predict the product of the given reaction. (1) Given the reactants [Cl:1][C:2]1[CH:7]=[CH:6][C:5]([CH:8]2[C:17]([CH3:19])([CH3:18])[CH2:16][C:15]3[C:10](=[CH:11][CH:12]=[C:13]([C:20]([O:22]C)=[O:21])[CH:14]=3)[NH:9]2)=[CH:4][C:3]=1[NH:24][C:25]([CH:27]1[CH2:32][CH2:31][CH2:30][CH2:29][CH2:28]1)=[O:26].[OH-].[Na+], predict the reaction product. The product is: [Cl:1][C:2]1[CH:7]=[CH:6][C:5]([CH:8]2[C:17]([CH3:18])([CH3:19])[CH2:16][C:15]3[C:10](=[CH:11][CH:12]=[C:13]([C:20]([OH:22])=[O:21])[CH:14]=3)[NH:9]2)=[CH:4][C:3]=1[NH:24][C:25]([CH:27]1[CH2:32][CH2:31][CH2:30][CH2:29][CH2:28]1)=[O:26]. (2) Given the reactants Cl[C:2]1[N:11]=[CH:10][CH:9]=[C:8]2[C:3]=1[CH:4]=[C:5]([C:27]1[CH:32]=[CH:31][CH:30]=[CH:29][CH:28]=1)[C:6]([C:12]1[CH:26]=[CH:25][C:15]([CH2:16][NH:17][C:18](=[O:24])[O:19][C:20]([CH3:23])([CH3:22])[CH3:21])=[CH:14][CH:13]=1)=[N:7]2.CCN(C(C)C)C(C)C.[CH2:42]([OH:45])[C:43]#[CH:44].O, predict the reaction product. The product is: [OH:45][CH2:42][C:43]#[C:44][C:2]1[N:11]=[CH:10][CH:9]=[C:8]2[C:3]=1[CH:4]=[C:5]([C:27]1[CH:28]=[CH:29][CH:30]=[CH:31][CH:32]=1)[C:6]([C:12]1[CH:13]=[CH:14][C:15]([CH2:16][NH:17][C:18](=[O:24])[O:19][C:20]([CH3:22])([CH3:21])[CH3:23])=[CH:25][CH:26]=1)=[N:7]2.